From a dataset of Full USPTO retrosynthesis dataset with 1.9M reactions from patents (1976-2016). Predict the reactants needed to synthesize the given product. Given the product [C:1]([O:5][C@@H:6]([C:12]1[C:30]([CH3:31])=[CH:29][C:15]2[N:16]=[C:17]([C:19]3[CH:20]=[C:21]4[C:47](=[CH:26][CH:27]=3)[N:48]([CH3:49])[C:50](=[O:51])[C:22]4([CH3:23])[CH3:39])[S:18][C:14]=2[C:13]=1[C:32]1[CH:37]=[CH:36][C:35]([Cl:38])=[CH:34][CH:33]=1)[C:7]([O:9][CH2:10][CH3:11])=[O:8])([CH3:4])([CH3:2])[CH3:3], predict the reactants needed to synthesize it. The reactants are: [C:1]([O:5][C@@H:6]([C:12]1[C:30]([CH3:31])=[CH:29][C:15]2[N:16]=[C:17]([C:19]3[CH:20]=[C:21]4C(=[CH:26][CH:27]=3)N[C:23](=O)[CH2:22]4)[S:18][C:14]=2[C:13]=1[C:32]1[CH:37]=[CH:36][C:35]([Cl:38])=[CH:34][CH:33]=1)[C:7]([O:9][CH2:10][CH3:11])=[O:8])([CH3:4])([CH3:3])[CH3:2].[C:39]([O-])([O-])=O.[Cs+].[Cs+].IC.[CH3:47][N:48]([CH:50]=[O:51])[CH3:49].